From a dataset of Full USPTO retrosynthesis dataset with 1.9M reactions from patents (1976-2016). Predict the reactants needed to synthesize the given product. (1) Given the product [N:21]1[CH:22]=[CH:23][C:18]([CH2:17][O:16][C:15](=[O:24])[NH:14][C@:4]([CH2:5][C:6]2[CH:11]=[CH:10][C:9]([OH:12])=[CH:8][CH:7]=2)([CH3:13])[C:1]([N:26]([CH3:25])[CH2:27][CH2:28][C:29]2[CH:34]=[CH:33][CH:32]=[CH:31][CH:30]=2)=[O:3])=[CH:19][CH:20]=1, predict the reactants needed to synthesize it. The reactants are: [C:1]([C@:4]([NH:14][C:15](=[O:24])[O:16][CH2:17][C:18]1[CH:23]=[CH:22][N:21]=[CH:20][CH:19]=1)([CH3:13])[CH2:5][C:6]1[CH:11]=[CH:10][C:9]([OH:12])=[CH:8][CH:7]=1)([OH:3])=O.[CH3:25][NH:26][CH2:27][CH2:28][C:29]1[CH:34]=[CH:33][CH:32]=[CH:31][CH:30]=1.CCN(C(C)C)C(C)C.C1CN([P+](Br)(N2CCCC2)N2CCCC2)CC1.F[P-](F)(F)(F)(F)F. (2) The reactants are: [CH:1]1[N:5]=[CH:4][N:3]([C:6]([N:8]2C=N[CH:10]=[CH:9]2)=[O:7])[CH:2]=1.[CH3:13]CN(C(C)C)C(C)C.N[C@H]1[CH2:39][C@@H:38]2[C@@:26]([CH3:49])([C@@H:27]3[C@@H:35]([CH2:36][CH2:37]2)[C@:34]2([OH:40])[C@@:30]([CH3:48])([C@@H:31]([C:41]4[CH:42]=[CH:43][C:44](=[O:47])[O:45][CH:46]=4)[CH2:32][CH2:33]2)[CH2:29][CH2:28]3)[CH2:25]C1.N1CCNCC1. Given the product [OH:40][C@:34]12[CH2:33][CH2:32][C@H:31]([C:41]3[CH:42]=[CH:43][C:44](=[O:47])[O:45][CH:46]=3)[C@@:30]1([CH3:48])[CH2:29][CH2:28][C@H:27]1[C@H:35]2[CH2:36][CH2:37][C@H:38]2[C@:26]1([CH3:25])[CH2:49][CH2:10][C@@H:9]([NH:8][C:6]([N:3]1[CH2:2][CH2:1][NH:5][CH2:4][CH2:13]1)=[O:7])[CH2:39]2, predict the reactants needed to synthesize it. (3) Given the product [Cl:16][CH2:11][C:7]1[C:6]([CH3:13])=[C:5]([S:2]([CH3:1])(=[O:4])=[O:3])[CH:10]=[CH:9][N:8]=1, predict the reactants needed to synthesize it. The reactants are: [CH3:1][S:2]([C:5]1[CH:10]=[CH:9][N:8]=[C:7]([CH2:11]O)[C:6]=1[CH3:13])(=[O:4])=[O:3].S(Cl)([Cl:16])=O. (4) Given the product [C:16]([C:15]1[N:14]=[CH:13][C:12]([NH:18][C@@H:19]2[CH2:24][CH2:23][CH2:22][CH2:21][C@@H:20]2[NH:25][C:26](=[O:32])[O:27][C:28]([CH3:31])([CH3:30])[CH3:29])=[CH:11][C:10]=1[NH:9][C:4]1[CH:3]=[C:2]([C:38]2[C:34]([CH3:33])=[N:35][O:36][CH:37]=2)[CH:7]=[C:6]([CH3:8])[N:5]=1)#[N:17], predict the reactants needed to synthesize it. The reactants are: Cl[C:2]1[CH:7]=[C:6]([CH3:8])[N:5]=[C:4]([NH:9][C:10]2[CH:11]=[C:12]([NH:18][C@@H:19]3[CH2:24][CH2:23][CH2:22][CH2:21][C@@H:20]3[NH:25][C:26](=[O:32])[O:27][C:28]([CH3:31])([CH3:30])[CH3:29])[CH:13]=[N:14][C:15]=2[C:16]#[N:17])[CH:3]=1.[CH3:33][C:34]1[C:38](B2OC(C)(C)C(C)(C)O2)=[CH:37][O:36][N:35]=1.C1(P(C2CCCCC2)C2CCCCC2)CCCCC1.[O-]P([O-])([O-])=O.[K+].[K+].[K+]. (5) Given the product [Cl:1][C:2]1[CH:7]=[CH:6][C:5]([C@@:8]2([OH:33])[CH2:13][CH2:12][N:11]([C:14](=[O:30])[C@H:15]([NH:19][C:20]3[S:21][CH:22]=[C:23]([C:25]([OH:27])=[O:26])[N:24]=3)[CH:16]([CH3:18])[CH3:17])[CH2:10][C:9]2([CH3:31])[CH3:32])=[CH:4][CH:3]=1, predict the reactants needed to synthesize it. The reactants are: [Cl:1][C:2]1[CH:7]=[CH:6][C:5]([C@@:8]2([OH:33])[CH2:13][CH2:12][N:11]([C:14](=[O:30])[C@H:15]([NH:19][C:20]3[S:21][CH:22]=[C:23]([C:25]([O:27]CC)=[O:26])[N:24]=3)[CH:16]([CH3:18])[CH3:17])[CH2:10][C:9]2([CH3:32])[CH3:31])=[CH:4][CH:3]=1.C1COCC1.[OH-].[Na+]. (6) The reactants are: [Br:1][C:2]1[CH:3]=[C:4]([CH:13]=[C:14]([CH3:16])[CH:15]=1)[O:5][Si:6]([C:9]([CH3:12])([CH3:11])[CH3:10])([CH3:8])[CH3:7].[Br:17]NC(=O)CCC(N)=O. Given the product [Br:1][C:2]1[CH:3]=[C:4]([CH:13]=[C:14]([CH2:16][Br:17])[CH:15]=1)[O:5][Si:6]([C:9]([CH3:11])([CH3:12])[CH3:10])([CH3:7])[CH3:8], predict the reactants needed to synthesize it.